Dataset: Forward reaction prediction with 1.9M reactions from USPTO patents (1976-2016). Task: Predict the product of the given reaction. (1) Given the reactants Br[CH2:2][CH2:3][N:4]1[CH2:8][CH2:7][N:6]([CH2:9][CH2:10][CH2:11][OH:12])[C:5]1=[C:13]([C:16]#[N:17])[C:14]#[N:15].[NH:18]1[CH2:22][CH2:21][CH2:20][CH2:19]1.O, predict the reaction product. The product is: [OH:12][CH2:11][CH2:10][CH2:9][N:6]1[CH2:7][CH2:8][N:4]([CH2:3][CH2:2][N:18]2[CH2:22][CH2:21][CH2:20][CH2:19]2)[C:5]1=[C:13]([C:16]#[N:17])[C:14]#[N:15]. (2) Given the reactants [CH2:1]([C:3]1[N:13](CC2C=CC3=C(C=2)OCC2C=CC=CC=2/C/3=C(/C)\C#N)[C:6]2=[N:7][C:8]([CH3:12])=[CH:9][C:10]([CH3:11])=[C:5]2[N:4]=1)[CH3:2].OCC1C=CC2=C(C=1)OCC1C=CC=CC=1/C/2=C(/C)\C#N, predict the reaction product. The product is: [CH2:1]([C:3]1[NH:13][C:6]2=[N:7][C:8]([CH3:12])=[CH:9][C:10]([CH3:11])=[C:5]2[N:4]=1)[CH3:2]. (3) Given the reactants [CH3:1][C:2]([CH3:21])([CH3:20])[C:3]([C:5]1[O:6][C:7]2[CH:17]=[CH:16][C:15]([O:18][CH3:19])=[CH:14][C:8]=2[C:9]=1[CH2:10][C:11](O)=[O:12])=[O:4].C1C=CC2N(O)N=NC=2C=1.[CH2:32]([NH:35][CH2:36][CH2:37][CH2:38][CH3:39])[CH2:33][CH3:34].CCN(C(C)C)C(C)C, predict the reaction product. The product is: [CH2:36]([N:35]([CH2:32][CH2:33][CH3:34])[C:11](=[O:12])[CH2:10][C:9]1[C:8]2[CH:14]=[C:15]([O:18][CH3:19])[CH:16]=[CH:17][C:7]=2[O:6][C:5]=1[C:3](=[O:4])[C:2]([CH3:21])([CH3:1])[CH3:20])[CH2:37][CH2:38][CH3:39]. (4) Given the reactants [CH2:1]([N:3]([C:31](=O)[C:32]1[CH:37]=[CH:36][C:35]([OH:38])=[C:34]([F:39])[CH:33]=1)[C:4]1[CH:9]=[C:8]([O:10][CH3:11])[C:7]([O:12][CH3:13])=[CH:6][C:5]=1[C@@H:14]1[CH2:23][CH2:22][C:21]2[CH:20]=[C:19]([O:24]C(=O)C(C)(C)C)[CH:18]=[CH:17][C:16]=2[CH2:15]1)[CH3:2].Cl[CH2:42][C:43]([N:45]([CH3:52])[CH:46]1[CH2:51][CH2:50][O:49][CH2:48][CH2:47]1)=O, predict the reaction product. The product is: [CH2:1]([N:3]([CH2:31][C:32]1[CH:37]=[CH:36][C:35]([O:38][CH2:42][CH2:43][N:45]([CH3:52])[CH:46]2[CH2:51][CH2:50][O:49][CH2:48][CH2:47]2)=[C:34]([F:39])[CH:33]=1)[C:4]1[CH:9]=[C:8]([O:10][CH3:11])[C:7]([O:12][CH3:13])=[CH:6][C:5]=1[C@@H:14]1[CH2:23][CH2:22][C:21]2[CH:20]=[C:19]([OH:24])[CH:18]=[CH:17][C:16]=2[CH2:15]1)[CH3:2]. (5) Given the reactants [NH2:1][CH2:2][CH2:3][NH:4][S:5]([C:8]1[CH:13]=[CH:12][CH:11]=[C:10]([CH:14]2[C:23]3[C:18](=[C:19]([Cl:25])[CH:20]=[C:21]([Cl:24])[CH:22]=3)[CH2:17][N:16]([CH3:26])[CH2:15]2)[CH:9]=1)(=[O:7])=[O:6].[OH:27][CH:28]([CH:32]([OH:36])[C:33]([O-])=[O:34])[C:29]([O-])=[O:30].[CH2:37]([N:39]([CH2:42][CH3:43])[CH2:40][CH3:41])C, predict the reaction product. The product is: [Cl:24][C:21]1[CH:22]=[C:23]2[C:18](=[C:19]([Cl:25])[CH:20]=1)[CH2:17][N:16]([CH3:26])[CH2:15][CH:14]2[C:10]1[CH:9]=[C:8]([S:5]([NH:4][CH2:3][CH2:2][NH:1][C:33](=[O:34])[CH:32]([OH:36])[CH:28]([OH:27])[C:29]([NH:1][CH2:2][CH2:3][NH:4][S:5]([C:8]2[CH:13]=[CH:12][CH:11]=[C:10]([CH:41]3[C:23]4[C:43](=[C:19]([Cl:25])[CH:20]=[C:21]([Cl:24])[CH:22]=4)[CH2:42][N:39]([CH3:37])[CH2:40]3)[CH:9]=2)(=[O:6])=[O:7])=[O:30])(=[O:7])=[O:6])[CH:13]=[CH:12][CH:11]=1. (6) Given the reactants [Cl:1][C:2]1[CH:3]=[C:4]([O:11]C)[C:5]([OH:10])=[C:6]([CH:9]=1)[CH:7]=[O:8].B(Br)(Br)Br, predict the reaction product. The product is: [Cl:1][C:2]1[CH:3]=[C:4]([OH:11])[C:5]([OH:10])=[C:6]([CH:9]=1)[CH:7]=[O:8].